From a dataset of Peptide-MHC class II binding affinity with 134,281 pairs from IEDB. Regression. Given a peptide amino acid sequence and an MHC pseudo amino acid sequence, predict their binding affinity value. This is MHC class II binding data. (1) The binding affinity (normalized) is 0.121. The peptide sequence is DELVGGPPVEASAAA. The MHC is HLA-DQA10101-DQB10501 with pseudo-sequence HLA-DQA10101-DQB10501. (2) The peptide sequence is GKNLVFSPGRKNGSF. The MHC is HLA-DQA10501-DQB10303 with pseudo-sequence HLA-DQA10501-DQB10303. The binding affinity (normalized) is 0.302.